Dataset: NCI-60 drug combinations with 297,098 pairs across 59 cell lines. Task: Regression. Given two drug SMILES strings and cell line genomic features, predict the synergy score measuring deviation from expected non-interaction effect. (1) Drug 1: C1=CC(=CC=C1CC(C(=O)O)N)N(CCCl)CCCl.Cl. Drug 2: C1CN(CCN1C(=O)CCBr)C(=O)CCBr. Cell line: IGROV1. Synergy scores: CSS=37.3, Synergy_ZIP=-12.4, Synergy_Bliss=-2.41, Synergy_Loewe=0.375, Synergy_HSA=3.32. (2) Drug 1: C1=C(C(=O)NC(=O)N1)N(CCCl)CCCl. Drug 2: C1CC(C1)(C(=O)O)C(=O)O.[NH2-].[NH2-].[Pt+2]. Cell line: HCT116. Synergy scores: CSS=47.7, Synergy_ZIP=-6.77, Synergy_Bliss=-1.10, Synergy_Loewe=-3.39, Synergy_HSA=2.02. (3) Drug 1: CS(=O)(=O)CCNCC1=CC=C(O1)C2=CC3=C(C=C2)N=CN=C3NC4=CC(=C(C=C4)OCC5=CC(=CC=C5)F)Cl. Drug 2: C1CN1C2=NC(=NC(=N2)N3CC3)N4CC4. Cell line: ACHN. Synergy scores: CSS=70.5, Synergy_ZIP=-2.92, Synergy_Bliss=-2.20, Synergy_Loewe=-0.439, Synergy_HSA=1.88. (4) Drug 2: CCN(CC)CCNC(=O)C1=C(NC(=C1C)C=C2C3=C(C=CC(=C3)F)NC2=O)C. Cell line: COLO 205. Drug 1: C1CN1P(=S)(N2CC2)N3CC3. Synergy scores: CSS=24.5, Synergy_ZIP=-4.41, Synergy_Bliss=1.04, Synergy_Loewe=-3.17, Synergy_HSA=-1.92.